The task is: Predict the reaction yield, written as a fraction of the theoretical maximum amount of product (1.0 means a 100% yield; for example, 0.34 means a 34% yield).. This data is from Buchwald-Hartwig C-N cross coupling reaction yields with 55,370 reactions. (1) The product is Cc1ccc(Nc2ccc(C(F)(F)F)cc2)cc1. The yield is 0.0511. The reactants are FC(F)(F)c1ccc(Br)cc1.Cc1ccc(N)cc1.O=S(=O)(O[Pd]1c2ccccc2-c2ccccc2N~1)C(F)(F)F.COc1ccc(OC)c(P([C@]23C[C@H]4C[C@H](C[C@H](C4)C2)C3)[C@]23C[C@H]4C[C@H](C[C@H](C4)C2)C3)c1-c1c(C(C)C)cc(C(C)C)cc1C(C)C.CCN=P(N=P(N(C)C)(N(C)C)N(C)C)(N(C)C)N(C)C.c1ccc2nocc2c1. No catalyst specified. (2) The reactants are CCc1ccc(Br)cc1.Cc1ccc(N)cc1.O=S(=O)(O[Pd]1c2ccccc2-c2ccccc2N~1)C(F)(F)F.COc1ccc(OC)c(P([C@]23C[C@H]4C[C@H](C[C@H](C4)C2)C3)[C@]23C[C@H]4C[C@H](C[C@H](C4)C2)C3)c1-c1c(C(C)C)cc(C(C)C)cc1C(C)C.CCN=P(N=P(N(C)C)(N(C)C)N(C)C)(N(C)C)N(C)C.COC(=O)c1cc(-c2cccs2)on1. No catalyst specified. The product is CCc1ccc(Nc2ccc(C)cc2)cc1. The yield is 0.499. (3) The reactants are Ic1cccnc1.Cc1ccc(N)cc1.O=S(=O)(O[Pd]1c2ccccc2-c2ccccc2N~1)C(F)(F)F.CC(C)c1cc(C(C)C)c(-c2ccccc2P(C2CCCCC2)C2CCCCC2)c(C(C)C)c1.CN(C)C(=NC(C)(C)C)N(C)C.c1ccc(-c2ccon2)cc1. No catalyst specified. The product is Cc1ccc(Nc2cccnc2)cc1. The yield is 0.443.